From a dataset of Reaction yield outcomes from USPTO patents with 853,638 reactions. Predict the reaction yield, written as a fraction of the theoretical maximum amount of product (1.0 means a 100% yield; for example, 0.34 means a 34% yield). (1) The reactants are O.C1(C)C=CC(S(O)(=O)=O)=CC=1.[CH2:13]([NH:15][C:16](=[O:54])[CH2:17][CH2:18][CH2:19]/[CH:20]=[CH:21]\[CH2:22][C@H:23]1[C@@H:27]([OH:28])[CH2:26][C@@H:25]([O:29]C2CCCCO2)[C@@H:24]1/[CH:36]=[CH:37]/[C@@H:38]([O:47]C1CCCCO1)[CH2:39][CH2:40][C:41]1[CH:46]=[CH:45][CH:44]=[CH:43][CH:42]=1)[CH3:14]. The catalyst is CO. The product is [CH3:14][CH2:13][NH:15][C:16]([CH2:17][CH2:18][CH2:19]/[CH:20]=[CH:21]\[CH2:22][C@@H:23]1[C@@H:24](/[CH:36]=[CH:37]/[C@@H:38]([OH:47])[CH2:39][CH2:40][C:41]2[CH:46]=[CH:45][CH:44]=[CH:43][CH:42]=2)[C@H:25]([OH:29])[CH2:26][C@@H:27]1[OH:28])=[O:54]. The yield is 0.775. (2) The reactants are CN(C)/[CH:3]=[CH:4]/[C:5]([C:7]1[S:15][C:10]2=[CH:11][N:12]=[CH:13][CH:14]=[C:9]2[C:8]=1[CH3:16])=O.Cl.[NH2:19][C:20]([NH2:22])=[NH:21].C([O-])([O-])=O.[K+].[K+]. The catalyst is COCCO. The product is [CH3:16][C:8]1[C:9]2[C:10](=[CH:11][N:12]=[CH:13][CH:14]=2)[S:15][C:7]=1[C:5]1[CH:4]=[CH:3][N:19]=[C:20]([NH2:22])[N:21]=1. The yield is 0.630. (3) The reactants are [Cl:1][C:2]1[N:3]=[N:4][C:5]([Cl:11])=[CH:6][C:7]=1[C:8]([NH2:10])=O. The product is [Cl:1][C:2]1[N:3]=[N:4][C:5]([Cl:11])=[CH:6][C:7]=1[C:8]#[N:10]. The yield is 0.990. The catalyst is P(Cl)(Cl)(Cl)=O. (4) The catalyst is C(Cl)Cl. The yield is 0.840. The product is [F:1][C:2]([F:7])([F:6])[C:3]([OH:5])=[O:4].[C:8]([N:11]1[C:20]2[C:15](=[CH:16][C:17]([C:21]3[N:22]=[CH:23][N:24]([CH2:26][C:27]([OH:29])=[O:28])[CH:25]=3)=[CH:18][CH:19]=2)[C@H:14]([NH:34][C:35]([O:37][CH:38]([CH3:40])[CH3:39])=[O:36])[CH2:13][C@@H:12]1[CH3:41])(=[O:10])[CH3:9]. The reactants are [F:1][C:2]([F:7])([F:6])[C:3]([OH:5])=[O:4].[C:8]([N:11]1[C:20]2[C:15](=[CH:16][C:17]([C:21]3[N:22]=[CH:23][N:24]([CH2:26][C:27]([O:29]C(C)(C)C)=[O:28])[CH:25]=3)=[CH:18][CH:19]=2)[C@H:14]([NH:34][C:35]([O:37][CH:38]([CH3:40])[CH3:39])=[O:36])[CH2:13][C@@H:12]1[CH3:41])(=[O:10])[CH3:9]. (5) The reactants are [NH2:1][C:2]1[CH:9]=[CH:8][C:7]([Cl:10])=[CH:6][C:3]=1[C:4]#N.[CH:11]([C:14]1[CH:15]=[C:16]([Mg]Br)[CH:17]=[CH:18][CH:19]=1)([CH3:13])[CH3:12].C([O:24]CC)C. No catalyst specified. The product is [NH2:1][C:2]1[CH:9]=[CH:8][C:7]([Cl:10])=[CH:6][C:3]=1[C:4]([C:18]1[CH:17]=[CH:16][CH:15]=[C:14]([CH:11]([CH3:13])[CH3:12])[CH:19]=1)=[O:24]. The yield is 0.610.